Dataset: Catalyst prediction with 721,799 reactions and 888 catalyst types from USPTO. Task: Predict which catalyst facilitates the given reaction. (1) Reactant: [C:1]([O:5][C:6]([N:8]([CH2:26][C:27]([O:29][C:30]([CH3:33])([CH3:32])[CH3:31])=[O:28])[C:9]1[CH:14]=[CH:13][CH:12]=[C:11]([CH2:15][NH:16][S:17]([C:20]2[CH:25]=[CH:24][CH:23]=[CH:22][N:21]=2)(=[O:19])=[O:18])[N:10]=1)=[O:7])([CH3:4])([CH3:3])[CH3:2].[CH3:34][CH:35]([C:40]1[CH:47]=[CH:46][C:43]([CH2:44]O)=[CH:42][CH:41]=1)[CH2:36][CH2:37][CH2:38][CH3:39].C(P(CCCC)CCCC)CCC.CN(C)C(N=NC(N(C)C)=O)=O. Product: [C:1]([O:5][C:6]([N:8]([CH2:26][C:27]([O:29][C:30]([CH3:33])([CH3:32])[CH3:31])=[O:28])[C:9]1[CH:14]=[CH:13][CH:12]=[C:11]([CH:15]([CH2:44][C:43]2[CH:46]=[CH:47][C:40]([CH:35]([CH3:34])[CH2:36][CH2:37][CH2:38][CH3:39])=[CH:41][CH:42]=2)[NH:16][S:17]([C:20]2[CH:25]=[CH:24][CH:23]=[CH:22][N:21]=2)(=[O:19])=[O:18])[N:10]=1)=[O:7])([CH3:4])([CH3:3])[CH3:2]. The catalyst class is: 132. (2) Reactant: [CH3:1][O:2][C:3]1[CH:29]=[CH:28][C:6]([CH2:7][N:8]2[C:12](C3C=CC(B4OC(C)(C)C(C)(C)O4)=CC=3)=[N:11][N:10]=[N:9]2)=[CH:5][CH:4]=1.C(=O)([O-])[O-].[Na+].[Na+].FC(F)(F)C([C:44]1[CH:49]=[CH:48][C:47]([C:50]2[C:58]3[C:53](=[CH:54][CH:55]=[CH:56][CH:57]=3)[N:52](S(C3C=CC=CC=3C(F)(F)F)(=O)=O)[N:51]=2)=[CH:46][CH:45]=1)(O)C(F)(F)F. Product: [CH3:1][O:2][C:3]1[CH:29]=[CH:28][C:6]([CH2:7][N:8]2[C:12]([C:44]3[CH:49]=[CH:48][C:47]([C:50]4[C:58]5[C:53](=[CH:54][CH:55]=[CH:56][CH:57]=5)[NH:52][N:51]=4)=[CH:46][CH:45]=3)=[N:11][N:10]=[N:9]2)=[CH:5][CH:4]=1. The catalyst class is: 70.